This data is from CYP1A2 inhibition data for predicting drug metabolism from PubChem BioAssay. The task is: Regression/Classification. Given a drug SMILES string, predict its absorption, distribution, metabolism, or excretion properties. Task type varies by dataset: regression for continuous measurements (e.g., permeability, clearance, half-life) or binary classification for categorical outcomes (e.g., BBB penetration, CYP inhibition). Dataset: cyp1a2_veith. (1) The drug is CN(C)C(=O)c1ccc(-c2cncnc2NCCN2CCOCC2)cc1. The result is 0 (non-inhibitor). (2) The compound is COc1ccc(-n2cnnc2SCC(=O)Nc2ccc(N3CCOCC3)cc2)cc1. The result is 0 (non-inhibitor). (3) The molecule is COc1ccc(-n2cccc2C=O)cc1OC. The result is 1 (inhibitor). (4) The compound is O=C(COc1ccc([N+](=O)[O-])cc1)NN=C1CCCC1. The result is 1 (inhibitor). (5) The compound is CS(=O)(=O)N1CCC[C@@]2(CCN(c3ccccn3)C2)C1. The result is 0 (non-inhibitor). (6) The compound is COC(=O)N1CCC2(CCCN(Cc3cc(C(F)(F)F)cc(C(F)(F)F)c3)C2)CC1. The result is 0 (non-inhibitor). (7) The compound is COc1ncnc(NS(=O)(=O)c2ccc(N)cc2)c1OC. The result is 0 (non-inhibitor). (8) The molecule is C=CCSc1nnc(-c2cc3c(C(F)(F)F)nn(C)c3s2)n1C. The result is 1 (inhibitor).